Predict which catalyst facilitates the given reaction. From a dataset of Catalyst prediction with 721,799 reactions and 888 catalyst types from USPTO. (1) Reactant: [NH2:1][CH2:2][C:3]1[N:12]=[CH:11][C:10]2[CH2:9][N:8]([C:13]3[C:18]([F:19])=[C:17]([O:20][CH3:21])[CH:16]=[C:15]([O:22][CH3:23])[C:14]=3[F:24])[C:7](=[O:25])[N:6]([CH2:26][CH:27]3[CH2:32][CH2:31][N:30]([C:33]([O:35][C:36]([CH3:39])([CH3:38])[CH3:37])=[O:34])[CH2:29][CH2:28]3)[C:5]=2[CH:4]=1.C(N(CC)CC)C.[C:47](Cl)(=[O:50])[CH:48]=[CH2:49]. Product: [C:47]([NH:1][CH2:2][C:3]1[N:12]=[CH:11][C:10]2[CH2:9][N:8]([C:13]3[C:14]([F:24])=[C:15]([O:22][CH3:23])[CH:16]=[C:17]([O:20][CH3:21])[C:18]=3[F:19])[C:7](=[O:25])[N:6]([CH2:26][CH:27]3[CH2:32][CH2:31][N:30]([C:33]([O:35][C:36]([CH3:39])([CH3:38])[CH3:37])=[O:34])[CH2:29][CH2:28]3)[C:5]=2[CH:4]=1)(=[O:50])[CH:48]=[CH2:49]. The catalyst class is: 10. (2) Reactant: [CH2:1]([O:8][C:9]1[CH:14]=[CH:13][C:12]([CH:15]([CH2:19][CH:20]2[CH2:24][CH2:23][CH2:22][CH2:21]2)[C:16]([OH:18])=O)=[CH:11][CH:10]=1)[C:2]1[CH:7]=[CH:6][CH:5]=[CH:4][CH:3]=1.C(Cl)(=O)C(Cl)=O.[NH2:31][C:32]1[S:33][CH:34]=[CH:35][N:36]=1.C(N(CC)C(C)C)(C)C. Product: [CH2:1]([O:8][C:9]1[CH:14]=[CH:13][C:12]([CH:15]([CH2:19][CH:20]2[CH2:21][CH2:22][CH2:23][CH2:24]2)[C:16]([NH:31][C:32]2[S:33][CH:34]=[CH:35][N:36]=2)=[O:18])=[CH:11][CH:10]=1)[C:2]1[CH:7]=[CH:6][CH:5]=[CH:4][CH:3]=1. The catalyst class is: 832. (3) Reactant: [CH3:1][Mg]Cl.[C:4]([C:12]1[CH:17]=[CH:16][C:15]([NH:18][C:19]([CH:21]2[O:25][N:24]=[C:23]([C:26]3[CH:27]=[N:28][CH:29]=[CH:30][CH:31]=3)[CH2:22]2)=[O:20])=[CH:14][CH:13]=1)(=[O:11])[C:5]1[CH:10]=[CH:9][CH:8]=[CH:7][CH:6]=1.O. Product: [OH:11][C:4]([C:12]1[CH:13]=[CH:14][C:15]([NH:18][C:19]([CH:21]2[O:25][N:24]=[C:23]([C:26]3[CH:27]=[N:28][CH:29]=[CH:30][CH:31]=3)[CH2:22]2)=[O:20])=[CH:16][CH:17]=1)([C:5]1[CH:10]=[CH:9][CH:8]=[CH:7][CH:6]=1)[CH3:1]. The catalyst class is: 1. (4) Reactant: [CH2:1]([O:3][C:4]([C:6]1[CH:10]=[C:9]([CH3:11])[NH:8][N:7]=1)=[O:5])[CH3:2].C(=O)([O-])[O-:13].[K+].[K+].[Si:18]([O:25][CH2:26][CH2:27][CH2:28]Br)([C:21]([CH3:24])([CH3:23])[CH3:22])([CH3:20])[CH3:19]. Product: [CH2:1]([O:3][C:4]([C:6]1[CH:10]=[C:9]([CH3:11])[N:8]([O:13][CH2:28][CH2:27][CH2:26][O:25][Si:18]([C:21]([CH3:24])([CH3:23])[CH3:22])([CH3:20])[CH3:19])[N:7]=1)=[O:5])[CH3:2]. The catalyst class is: 3. (5) Reactant: [C:1]([O:6][C:7]12[CH2:16][CH:11]3[CH2:12][CH:13]([CH2:15][CH:9]([CH2:10]3)[CH:8]1[CH3:17])[CH2:14]2)(=[O:5])[C:2]([CH3:4])=[CH2:3].[C:18](#[N:22])[C:19]([CH3:21])=[CH2:20].[C:23]([OH:28])(=[O:27])[C:24]([CH3:26])=[CH2:25].[C:29]1(=[O:34])[O:33][CH:30]1[CH2:31][CH3:32].CCC(N=NC(C#N)(CC)C)(C#N)C. Product: [CH3:17][CH:8]1[CH:9]2[CH2:10][CH:11]3[CH2:12][CH:13]([CH2:14][C:7]1([CH:25]=[C:24]([CH3:26])[C:23]([O-:28])=[O:27])[CH2:16]3)[CH2:15]2.[C:18](#[N:22])[C:19]([CH3:21])=[CH2:20].[C:1]([OH:6])(=[O:5])[C:2]([CH3:4])=[CH2:3].[C:29]1(=[O:34])[O:33][CH:30]1[CH2:31][CH3:32]. The catalyst class is: 7. (6) Reactant: [F:1][C:2]([F:13])([F:12])[C:3]1[N:8]=[C:7]([C:9]([OH:11])=O)[CH:6]=[CH:5][CH:4]=1.CCN(C(C)C)C(C)C.CN(C(ON1N=NC2C=CC=NC1=2)=[N+](C)C)C.F[P-](F)(F)(F)(F)F.[C:47]([C:49]1[C:50]([C:65]([F:68])([F:67])[F:66])=[C:51]2[C:55](=[CH:56][CH:57]=1)[N:54]([CH2:58]/[C:59](=[N:62]/[H])/[NH:60]O)[C:53]([CH3:64])=[CH:52]2)#[N:48]. Product: [CH3:64][C:53]1[N:54]([CH2:58][C:59]2[N:62]=[C:9]([C:7]3[CH:6]=[CH:5][CH:4]=[C:3]([C:2]([F:1])([F:13])[F:12])[N:8]=3)[O:11][N:60]=2)[C:55]2[C:51]([CH:52]=1)=[C:50]([C:65]([F:67])([F:66])[F:68])[C:49]([C:47]#[N:48])=[CH:57][CH:56]=2. The catalyst class is: 23. (7) Reactant: [OH-].[Na+].[CH:3]([N:6]1[C:10]2[N:11]=[C:12]([N:20]3[CH2:25][CH2:24][N:23]([CH3:26])[CH2:22][CH2:21]3)[CH:13]=[C:14]([C:15]([O:17]CC)=[O:16])[C:9]=2[CH:8]=[N:7]1)([CH3:5])[CH3:4]. Product: [CH:3]([N:6]1[C:10]2[N:11]=[C:12]([N:20]3[CH2:25][CH2:24][N:23]([CH3:26])[CH2:22][CH2:21]3)[CH:13]=[C:14]([C:15]([OH:17])=[O:16])[C:9]=2[CH:8]=[N:7]1)([CH3:5])[CH3:4]. The catalyst class is: 14. (8) Reactant: [Cl:1][C:2]1[C:6]([N+:7]([O-])=O)=[CH:5][N:4]([C:10]2[CH:11]=[N:12][CH:13]=[CH:14][CH:15]=2)[N:3]=1. Product: [Cl:1][C:2]1[C:6]([NH2:7])=[CH:5][N:4]([C:10]2[CH:11]=[N:12][CH:13]=[CH:14][CH:15]=2)[N:3]=1. The catalyst class is: 43. (9) Reactant: [C:1]([O:4][CH2:5][C:6]1[C:11]([N:12]2[CH2:24][CH2:23][N:15]3[C:16]4[CH2:17][CH2:18][CH2:19][CH2:20][C:21]=4[CH:22]=[C:14]3[C:13]2=[O:25])=[CH:10][C:9]([F:26])=[CH:8][C:7]=1N1CCN2C3CCCCC=3C=C2C1=O)(=[O:3])[CH3:2].[N:41]1([CH2:45][C:46]2[N:50]([CH3:51])[N:49]=[C:48]([NH:52][C:53]3[C:54](=[O:61])[N:55]([CH3:60])[CH:56]=[C:57](Br)[CH:58]=3)[CH:47]=2)[CH2:44][CH2:43][CH2:42]1.C(=O)([O-])[O-].[Na+].[Na+]. Product: [C:1]([O:4][CH2:5][C:6]1[C:11]([N:12]2[CH2:24][CH2:23][N:15]3[C:16]4[CH2:17][CH2:18][CH2:19][CH2:20][C:21]=4[CH:22]=[C:14]3[C:13]2=[O:25])=[CH:10][C:9]([F:26])=[CH:8][C:7]=1[C:57]1[CH:58]=[C:53]([NH:52][C:48]2[CH:47]=[C:46]([CH2:45][N:41]3[CH2:44][CH2:43][CH2:42]3)[N:50]([CH3:51])[N:49]=2)[C:54](=[O:61])[N:55]([CH3:60])[CH:56]=1)(=[O:3])[CH3:2]. The catalyst class is: 276. (10) Reactant: S(Cl)([Cl:3])=O.[C:5]1([C:11]2[CH:15]=[C:14]([CH2:16]O)[O:13][N:12]=2)[CH:10]=[CH:9][CH:8]=[CH:7][CH:6]=1.O. Product: [Cl:3][CH2:16][C:14]1[O:13][N:12]=[C:11]([C:5]2[CH:10]=[CH:9][CH:8]=[CH:7][CH:6]=2)[CH:15]=1. The catalyst class is: 11.